Dataset: Forward reaction prediction with 1.9M reactions from USPTO patents (1976-2016). Task: Predict the product of the given reaction. (1) Given the reactants C([C:4]1[C:16]2[CH:15]=[CH:14][C:13]3[N:12]([C:17](=[O:22])[C:18]([F:21])([F:20])[F:19])[CH2:11][CH:10](CCl)[C:9]=3[C:8]=2[CH:7]=[CH:6][CH:5]=1)(=O)C.[N+:25]([O-])([OH:27])=[O:26], predict the reaction product. The product is: [N+:25]([C:15]1[C:16]2[CH:4]=[CH:5][CH:6]=[CH:7][C:8]=2[C:9]2[CH2:10][CH2:11][N:12]([C:17](=[O:22])[C:18]([F:21])([F:20])[F:19])[C:13]=2[CH:14]=1)([O-:27])=[O:26]. (2) Given the reactants [CH3:1][C:2]1[CH:7]=[CH:6][C:5](Br)=[CH:4][C:3]=1[C:9]1[CH:14]=[CH:13][CH:12]=[CH:11][CH:10]=1.C([Li])(C)(C)C.FC(F)(F)C([N:24]1[CH2:30][CH2:29][C:28]2[CH:31]=[CH:32][C:33]([S:35](F)(=[O:37])=[O:36])=[CH:34][C:27]=2[CH2:26][CH2:25]1)=O.O, predict the reaction product. The product is: [CH3:1][C:2]1[C:3]([C:9]2[CH:14]=[CH:13][CH:12]=[CH:11][CH:10]=2)=[CH:4][C:5]([S:35]([C:33]2[CH:32]=[CH:31][C:28]3[CH2:29][CH2:30][NH:24][CH2:25][CH2:26][C:27]=3[CH:34]=2)(=[O:36])=[O:37])=[CH:6][CH:7]=1. (3) Given the reactants [H-].[Al+3].[Li+].[H-].[H-].[H-].[F:7][C:8]([F:24])([F:23])[C:9]1[CH:14]=[CH:13][C:12]([C:15]2[CH:16]=[CH:17][C:18]([CH:21]=[O:22])=[N:19][CH:20]=2)=[CH:11][CH:10]=1.[Cl-].[Na+].Cl, predict the reaction product. The product is: [F:23][C:8]([F:7])([F:24])[C:9]1[CH:10]=[CH:11][C:12]([C:15]2[CH:16]=[CH:17][C:18]([CH2:21][OH:22])=[N:19][CH:20]=2)=[CH:13][CH:14]=1. (4) Given the reactants C([O:5][C:6]([N:8]1[CH2:13][CH2:12][N:11]([C:14]2[C:23]3[C:18](=[CH:19][C:20]([O:26]CC4C=CC=CC=4)=[C:21]([O:24][CH3:25])[CH:22]=3)[N:17]=[CH:16][N:15]=2)[CH2:10][CH2:9]1)=O)(C)(C)C.[H][H].N1C=CN=C1.[Si:41](Cl)([C:44]([CH3:47])([CH3:46])[CH3:45])([CH3:43])[CH3:42].[Cl-].[Na+].[N+:51]([C:54]1[CH:59]=[CH:58][C:57]([N:60]=C=O)=[CH:56][CH:55]=1)([O-:53])=[O:52], predict the reaction product. The product is: [Si:41]([O:26][C:20]1[CH:19]=[C:18]2[C:23]([C:14]([N:11]3[CH2:10][CH2:9][N:8]([C:6]([NH:60][C:57]4[CH:58]=[CH:59][C:54]([N+:51]([O-:53])=[O:52])=[CH:55][CH:56]=4)=[O:5])[CH2:13][CH2:12]3)=[N:15][CH:16]=[N:17]2)=[CH:22][C:21]=1[O:24][CH3:25])([C:44]([CH3:47])([CH3:46])[CH3:45])([CH3:43])[CH3:42].